From a dataset of Full USPTO retrosynthesis dataset with 1.9M reactions from patents (1976-2016). Predict the reactants needed to synthesize the given product. (1) Given the product [F:20][C:16]1[C:11]2[N:12]([CH2:13][CH2:14][CH3:15])[C:8]([C:5]3[CH:4]=[CH:3][C:2]([NH:29][C:26]4[CH:27]=[CH:28][C:23]([O:22][CH3:21])=[CH:24][CH:25]=4)=[N:7][CH:6]=3)=[N:9][C:10]=2[CH:19]=[CH:18][CH:17]=1, predict the reactants needed to synthesize it. The reactants are: Cl[C:2]1[N:7]=[CH:6][C:5]([C:8]2[N:12]([CH2:13][CH2:14][CH3:15])[C:11]3[C:16]([F:20])=[CH:17][CH:18]=[CH:19][C:10]=3[N:9]=2)=[CH:4][CH:3]=1.[CH3:21][O:22][C:23]1[CH:28]=[CH:27][C:26]([NH2:29])=[CH:25][CH:24]=1.C1C=CC(P(C2C(C3C(P(C4C=CC=CC=4)C4C=CC=CC=4)=CC=C4C=3C=CC=C4)=C3C(C=CC=C3)=CC=2)C2C=CC=CC=2)=CC=1.C([O-])([O-])=O.[Cs+].[Cs+]. (2) Given the product [CH3:12][O:5][C:4](=[O:6])[C:3]1[C:7]([CH3:11])=[CH:8][CH:9]=[CH:10][C:2]=1[Br:1], predict the reactants needed to synthesize it. The reactants are: [Br:1][C:2]1[CH:10]=[CH:9][CH:8]=[C:7]([CH3:11])[C:3]=1[C:4]([OH:6])=[O:5].[C:12]([O-])([O-])=O.[K+].[K+].CI. (3) Given the product [ClH:25].[Cl:25][C:22]1[CH:23]=[CH:24][C:19]([NH:18][C:12]2[C:11]3[C:16](=[CH:17][C:8]([O:7][CH2:6][CH2:5][O:4][CH2:3][CH2:2][N:33]4[CH2:34][CH2:35][N:30]([CH3:29])[CH2:31][CH2:32]4)=[C:9]([O:27][CH3:28])[CH:10]=3)[N:15]=[CH:14][N:13]=2)=[C:20]([F:26])[CH:21]=1, predict the reactants needed to synthesize it. The reactants are: Br[CH2:2][CH2:3][O:4][CH2:5][CH2:6][O:7][C:8]1[CH:17]=[C:16]2[C:11]([C:12]([NH:18][C:19]3[CH:24]=[CH:23][C:22]([Cl:25])=[CH:21][C:20]=3[F:26])=[N:13][CH:14]=[N:15]2)=[CH:10][C:9]=1[O:27][CH3:28].[CH3:29][N:30]1[CH2:35][CH2:34][NH:33][CH2:32][CH2:31]1. (4) Given the product [NH2:1][C:2]1[N:18]=[C:5]2[CH:6]=[CH:7][C:8]([C:21]3[CH:22]=[C:23]([OH:26])[CH:24]=[CH:25][C:20]=3[Cl:19])=[CH:9][N:4]2[N:3]=1, predict the reactants needed to synthesize it. The reactants are: [NH2:1][C:2]1[N:18]=[C:5]2[CH:6]=[C:7](C3C=C(O)C=CC=3Cl)[CH:8]=[CH:9][N:4]2[N:3]=1.[Cl:19][C:20]1[CH:25]=[CH:24][C:23]([O:26]C)=[CH:22][C:21]=1C1C=CN2N=C(N)N=C2C=1. (5) Given the product [CH:12]1([C:15]#[C:16][C:2]2[CH:3]=[CH:4][C:5]3[S:9][CH:8]=[N:7][C:6]=3[CH:10]=2)[CH2:11][CH2:14][CH2:13]1, predict the reactants needed to synthesize it. The reactants are: Br[C:2]1[CH:3]=[CH:4][C:5]2[S:9][CH:8]=[N:7][C:6]=2[CH:10]=1.[CH3:11][CH:12]([CH3:15])[C:13]#[CH:14].[CH2:16](N(CC)CC)C. (6) Given the product [CH3:2][O:3][C:4]([C:6]1[CH:11]=[C:10]([NH2:1])[N:9]=[C:8]([Cl:13])[N:7]=1)=[O:5], predict the reactants needed to synthesize it. The reactants are: [NH3:1].[CH3:2][O:3][C:4]([C:6]1[CH:11]=[C:10](Cl)[N:9]=[C:8]([Cl:13])[N:7]=1)=[O:5]. (7) Given the product [Cl:20][C:21]1[C:26]([F:27])=[CH:25][CH:24]=[C:23]([O:28][CH3:29])[C:22]=1[C@H:30]([C:32]1[C:40]2[C:35](=[N:36][CH:37]=[C:38]([C:2]3[C:3]([C:8]#[N:10])=[N:4][N:5]([CH3:7])[CH:6]=3)[CH:39]=2)[NH:34][CH:33]=1)[CH3:31], predict the reactants needed to synthesize it. The reactants are: Br[C:2]1[C:3]([C:8]([NH2:10])=O)=[N:4][N:5]([CH3:7])[CH:6]=1.CN(C=O)C.S(Cl)(Cl)=O.[Cl:20][C:21]1[C:26]([F:27])=[CH:25][CH:24]=[C:23]([O:28][CH3:29])[C:22]=1[C@H:30]([C:32]1[C:40]2[C:35](=[N:36][CH:37]=[C:38](B3OC(C)(C)C(C)(C)O3)[CH:39]=2)[NH:34][CH:33]=1)[CH3:31].C([O-])([O-])=O.[K+].[K+].O. (8) Given the product [CH2:3]1[CH2:4][C:5]2[C:10](=[CH:9][CH:8]=[CH:7][CH:6]=2)[C@H:1]([OH:11])[CH2:2]1, predict the reactants needed to synthesize it. The reactants are: [C:1]1(=[O:11])[C:10]2[C:5](=[CH:6][CH:7]=[CH:8][CH:9]=2)[CH2:4][CH2:3][CH2:2]1. (9) Given the product [C:27]([CH:19]([NH:18][C:17]([CH2:16][O:15][C:13]1[C:12]2[C:7](=[CH:8][C:9]([Cl:33])=[CH:10][C:11]=2[Cl:32])[CH:6]=[C:5]([C:3]([OH:4])=[O:2])[CH:14]=1)=[O:31])[CH2:20][C:21]1[CH:22]=[CH:23][CH:24]=[CH:25][CH:26]=1)([OH:29])=[O:28], predict the reactants needed to synthesize it. The reactants are: C[O:2][C:3]([C:5]1[CH:14]=[C:13]([O:15][CH2:16][C:17](=[O:31])[NH:18][CH:19]([C:27]([O:29]C)=[O:28])[CH2:20][C:21]2[CH:26]=[CH:25][CH:24]=[CH:23][CH:22]=2)[C:12]2[C:7](=[CH:8][C:9]([Cl:33])=[CH:10][C:11]=2[Cl:32])[CH:6]=1)=[O:4].[Li+].[OH-].